From a dataset of Forward reaction prediction with 1.9M reactions from USPTO patents (1976-2016). Predict the product of the given reaction. (1) Given the reactants S(=O)(=O)(O)O.Cl.[C:7]1([CH3:15])[CH:12]=[CH:11][C:10]([NH:13]N)=[CH:9][CH:8]=1.[CH3:16][N:17]1[CH2:22][CH2:21][CH2:20][CH2:19][C:18]1=O, predict the reaction product. The product is: [CH3:16][N:17]1[CH2:22][CH2:21][C:20]2[NH:13][C:10]3[CH:9]=[CH:8][C:7]([CH3:15])=[CH:12][C:11]=3[C:19]=2[CH2:18]1. (2) Given the reactants N1C=CC=CC=1.N1CCCCC1.[C:13](O)(=O)[CH2:14][C:15]([OH:17])=[O:16].[F:20][C:21]1[CH:28]=[CH:27][C:24](C=O)=[C:23]([CH3:29])[CH:22]=1, predict the reaction product. The product is: [F:20][C:21]1[CH:28]=[CH:27][C:24]([CH:13]=[CH:14][C:15]([OH:17])=[O:16])=[C:23]([CH3:29])[CH:22]=1. (3) Given the reactants [C:1]([CH2:3][C:4]([O:6][C:7]([CH3:10])([CH3:9])[CH3:8])=[O:5])#[N:2].[OH:11][NH2:12], predict the reaction product. The product is: [NH2:2][C:1](=[N:12][OH:11])[CH2:3][C:4]([O:6][C:7]([CH3:10])([CH3:9])[CH3:8])=[O:5]. (4) The product is: [NH2:1][C:2]1[CH:10]=[CH:9][C:8]([F:11])=[CH:7][C:3]=1[CH2:4][OH:5]. Given the reactants [NH2:1][C:2]1[CH:10]=[CH:9][C:8]([F:11])=[CH:7][C:3]=1[C:4](O)=[O:5].C1COCC1.[OH-].[Na+], predict the reaction product.